From a dataset of Experimentally validated miRNA-target interactions with 360,000+ pairs, plus equal number of negative samples. Binary Classification. Given a miRNA mature sequence and a target amino acid sequence, predict their likelihood of interaction. (1) The miRNA is hsa-miR-5187-5p with sequence UGGGAUGAGGGAUUGAAGUGGA. The protein sequence of the target gene is MQAKVPETCLLTVRVLRASGLPSKDLVTSSDCYVTLNLPTASSHTLQTRTVKNSRNPVWNQNFHFRIHRQLKNVMELKVFDHDLVTRDDPVLSVLFDVGTLQIGTQRQSFSLGTQEKGCLEVEFRLQTLTDCEEQLISNGIVVARELSCLHVELKRTGDPKRSERKVQLVVAGACEGPQDASAGTGSFHFHYPACWEQELNVHLQDDPHEQLKVPLRTLPSSQLVRLVFPTSQEPLMRLELKKEEGPKELAVRLGCGPCPEEQAFLSKRKQVVAAALKKALQLDQDLHEDEIPVIAVMAT.... Result: 0 (no interaction). (2) The miRNA is hsa-miR-451a with sequence AAACCGUUACCAUUACUGAGUU. The protein sequence of the target gene is MDWGTLQSILGGVNKHSTSIGKIWLTVLFIFRIMILVVAAKEVWGDEQADFVCNTLQPGCKNVCYDHHFPISHIRLWALQLIMVSTPALLVAMHVAYRRHEKKRKFMKGEIKNEFKDIEEIKTQKVRIEGSLWWTYTTSIFFRVIFEAVFMYVFYIMYNGFFMQRLVKCNAWPCPNTVDCFISRPTEKTVFTVFMISVSGICILLNITELCYLFVRYCSGKSKRPV. Result: 0 (no interaction).